This data is from Full USPTO retrosynthesis dataset with 1.9M reactions from patents (1976-2016). The task is: Predict the reactants needed to synthesize the given product. (1) Given the product [N:1]1([C:6]2[CH:7]=[N:8][C:9]([N:12]3[CH2:17][CH2:16][CH2:15][C:14]4([CH2:22][CH2:21][N:20]([CH2:35][C@@H:33]([C:32]5[C:24]([CH3:23])=[C:25]6[C:29](=[CH:30][CH:31]=5)[C:28](=[O:36])[O:27][CH2:26]6)[OH:34])[CH2:19][CH2:18]4)[CH2:13]3)=[N:10][CH:11]=2)[CH:5]=[N:4][N:3]=[N:2]1, predict the reactants needed to synthesize it. The reactants are: [N:1]1([C:6]2[CH:7]=[N:8][C:9]([N:12]3[CH2:17][CH2:16][CH2:15][C:14]4([CH2:22][CH2:21][NH:20][CH2:19][CH2:18]4)[CH2:13]3)=[N:10][CH:11]=2)[CH:5]=[N:4][N:3]=[N:2]1.[CH3:23][C:24]1[C:32]([C@@H:33]2[CH2:35][O:34]2)=[CH:31][CH:30]=[C:29]2[C:25]=1[CH2:26][O:27][C:28]2=[O:36]. (2) The reactants are: [C:1]([N:4]1[C:13]2[C:8](=[CH:9][C:10]([F:14])=[CH:11][CH:12]=2)[C@H:7]([NH:15]C(=O)OCC2C=CC=CC=2)[C@@H:6]([CH3:26])[C@@H:5]1[CH:27]1[CH2:29][CH2:28]1)(=[O:3])[CH3:2]. Given the product [NH2:15][C@H:7]1[C:8]2[C:13](=[CH:12][CH:11]=[C:10]([F:14])[CH:9]=2)[N:4]([C:1](=[O:3])[CH3:2])[C@@H:5]([CH:27]2[CH2:29][CH2:28]2)[C@@H:6]1[CH3:26], predict the reactants needed to synthesize it. (3) Given the product [CH3:22][O:21][C:18]1[CH:19]=[CH:20][C:15]([CH:12]([C:10]2[O:11][C:7]([C:1]3[CH:2]=[CH:3][CH:4]=[CH:5][CH:6]=3)=[CH:8][CH:9]=2)[OH:13])=[CH:16][CH:17]=1, predict the reactants needed to synthesize it. The reactants are: [C:1]1([C:7]2[O:11][C:10]([CH:12]=[O:13])=[CH:9][CH:8]=2)[CH:6]=[CH:5][CH:4]=[CH:3][CH:2]=1.Br[C:15]1[CH:20]=[CH:19][C:18]([O:21][CH3:22])=[CH:17][CH:16]=1. (4) Given the product [CH3:12][C:4]1[CH:3]=[C:2]([N:13]2[CH2:18][CH2:17][NH:16][CH2:15][CH2:14]2)[C:11]2[C:6](=[CH:7][CH:8]=[CH:9][CH:10]=2)[N:5]=1, predict the reactants needed to synthesize it. The reactants are: Cl[C:2]1[C:11]2[C:6](=[CH:7][CH:8]=[CH:9][CH:10]=2)[N:5]=[C:4]([CH3:12])[CH:3]=1.[NH:13]1[CH2:18][CH2:17][NH:16][CH2:15][CH2:14]1. (5) Given the product [Si:31]([O:21][CH2:20][CH:17]1[CH2:16][CH2:15][N:14]([CH:9]([C:4]2[CH:3]=[C:2]([Cl:1])[CH:7]=[C:6]([Cl:8])[CH:5]=2)[C:10]([O:12][CH3:13])=[O:11])[CH2:19][CH2:18]1)([C:27]([CH3:30])([CH3:29])[CH3:28])([CH3:33])[CH3:32], predict the reactants needed to synthesize it. The reactants are: [Cl:1][C:2]1[CH:3]=[C:4]([CH:9]([N:14]2[CH2:19][CH2:18][CH:17]([CH2:20][OH:21])[CH2:16][CH2:15]2)[C:10]([O:12][CH3:13])=[O:11])[CH:5]=[C:6]([Cl:8])[CH:7]=1.N1C=CN=C1.[C:27]([Si:31](Cl)([CH3:33])[CH3:32])([CH3:30])([CH3:29])[CH3:28]. (6) The reactants are: [C:1]([C:3](=[C:11]1[N:16]=[C:15]([C:17]([F:20])([F:19])[F:18])[CH:14]=[CH:13][NH:12]1)C(OC(C)(C)C)=O)#[N:2].O1CCOCC1. Given the product [F:20][C:17]([F:18])([F:19])[C:15]1[CH:14]=[CH:13][N:12]=[C:11]([CH2:3][C:1]#[N:2])[N:16]=1, predict the reactants needed to synthesize it. (7) Given the product [F:27][C:24]1[CH:25]=[CH:26][C:21]([N:16]2[C:15]([CH2:14][O:13][C:10]3[CH:11]=[CH:12][C:7]([C:6]([OH:28])=[O:5])=[CH:8][N:9]=3)=[C:19]([CH3:20])[N:18]=[N:17]2)=[CH:22][CH:23]=1, predict the reactants needed to synthesize it. The reactants are: O.[OH-].[Li+].C[O:5][C:6](=[O:28])[C:7]1[CH:12]=[CH:11][C:10]([O:13][CH2:14][C:15]2[N:16]([C:21]3[CH:26]=[CH:25][C:24]([F:27])=[CH:23][CH:22]=3)[N:17]=[N:18][C:19]=2[CH3:20])=[N:9][CH:8]=1. (8) Given the product [Br:2][CH:9]1[C:8]2[N:7]=[C:6]([CH3:5])[CH:15]=[CH:14][C:13]=2[CH2:12][CH2:11][CH2:10]1, predict the reactants needed to synthesize it. The reactants are: P(Br)(Br)[Br:2].[CH3:5][C:6]1[CH:15]=[CH:14][C:13]2[CH2:12][CH2:11][CH2:10][CH:9](O)[C:8]=2[N:7]=1.[OH-].[Na+]. (9) Given the product [C:15]([O:14][C:12]([NH:7][CH2:8][C:9]([NH:28][CH2:29][C:30](=[C:32]1[CH2:37][CH2:36][CH2:35][N:34]([C:38]2[C:47]([O:48][CH3:49])=[C:46]3[C:41]([C:42](=[O:56])[C:43]([C:53]([OH:55])=[O:54])=[CH:44][N:45]3[CH:50]3[CH2:52][CH2:51]3)=[CH:40][C:39]=2[F:57])[CH2:33]1)[F:31])=[O:11])=[O:13])([CH3:18])([CH3:17])[CH3:16], predict the reactants needed to synthesize it. The reactants are: ClC(OCC)=O.[NH:7]([C:12]([O:14][C:15]([CH3:18])([CH3:17])[CH3:16])=[O:13])[CH2:8][C:9]([OH:11])=O.CCN(C(C)C)C(C)C.[NH2:28][CH2:29][C:30](=[C:32]1[CH2:37][CH2:36][CH2:35][N:34]([C:38]2[C:47]([O:48][CH3:49])=[C:46]3[C:41]([C:42](=[O:56])[C:43]([C:53]([OH:55])=[O:54])=[CH:44][N:45]3[CH:50]3[CH2:52][CH2:51]3)=[CH:40][C:39]=2[F:57])[CH2:33]1)[F:31].